From a dataset of Catalyst prediction with 721,799 reactions and 888 catalyst types from USPTO. Predict which catalyst facilitates the given reaction. (1) Reactant: CCN(C(C)C)C(C)C.[Br:10][C:11]1[CH:12]=[C:13]([C:27]([O:29][CH3:30])=[O:28])[CH:14]=[C:15]2[C:20]=1[O:19][C:18](S(CC)(=O)=O)=[CH:17][C:16]2=[O:26].Cl.[CH3:32][C@H:33]1[O:38][CH2:37][CH2:36][NH:35][CH2:34]1.Cl. Product: [Br:10][C:11]1[CH:12]=[C:13]([C:27]([O:29][CH3:30])=[O:28])[CH:14]=[C:15]2[C:20]=1[O:19][C:18]([N:35]1[CH2:36][CH2:37][O:38][C@H:33]([CH3:32])[CH2:34]1)=[CH:17][C:16]2=[O:26]. The catalyst class is: 34. (2) Reactant: [CH:1]([C:4]1[CH:9]=[C:8]([C:10]2[C:11]([OH:19])=[C:12]([O:17][CH3:18])[CH:13]=[C:14]([CH3:16])[CH:15]=2)[C:7]([OH:20])=[CH:6][C:5]=1[CH3:21])([CH3:3])[CH3:2].[CH2:22]([Li])[CH2:23][CH2:24][CH3:25].Cl[P:28]1[O:32][C:31]([C:39]2[CH:44]=[CH:43][CH:42]=[CH:41][CH:40]=2)([C:33]2[CH:38]=[CH:37][CH:36]=[CH:35][CH:34]=2)[C:30]([C:51]2[CH:56]=[CH:55][CH:54]=[CH:53][CH:52]=2)([C:45]2[CH:50]=[CH:49][CH:48]=[CH:47][CH:46]=2)[O:29]1. Product: [CH:1]([C:4]1[C:5]([CH3:21])=[CH:6][C:7]([O:20][P:28]2[O:32][C:31]([C:39]3[CH:44]=[CH:43][CH:42]=[CH:41][CH:40]=3)([C:33]3[CH:38]=[CH:37][CH:36]=[CH:35][CH:34]=3)[C:30]([C:51]3[CH:56]=[CH:55][CH:54]=[CH:53][CH:52]=3)([C:45]3[CH:50]=[CH:49][CH:48]=[CH:47][CH:46]=3)[O:29]2)=[C:8]([C:10]2[CH:15]=[C:14]([CH3:16])[CH:13]=[C:12]([O:17][CH3:18])[C:11]=2[O:19][P:28]2[O:32][C:24]([C:39]3[CH:44]=[CH:43][CH:42]=[CH:41][CH:40]=3)([C:23]3[CH:22]=[CH:31][CH:30]=[CH:51][CH:52]=3)[C:25]([C:38]3[CH:33]=[CH:34][CH:35]=[CH:36][CH:37]=3)([C:45]3[CH:50]=[CH:49][CH:48]=[CH:47][CH:46]=3)[O:29]2)[CH:9]=1)([CH3:3])[CH3:2]. The catalyst class is: 134.